This data is from Reaction yield outcomes from USPTO patents with 853,638 reactions. The task is: Predict the reaction yield, written as a fraction of the theoretical maximum amount of product (1.0 means a 100% yield; for example, 0.34 means a 34% yield). The reactants are Cl[C:2]1[N:3]=[C:4]([C:19]([F:30])([F:29])[C:20]2[CH:25]=[CH:24][CH:23]=[C:22]([N+:26]([O-:28])=[O:27])[CH:21]=2)[C:5]2[CH:10]=[CH:9][N:8]([CH2:11][O:12][CH2:13][CH2:14][Si:15]([CH3:18])([CH3:17])[CH3:16])[C:6]=2[N:7]=1.[CH3:31][N:32]1[CH2:37][CH2:36][N:35]([C:38]2[CH:44]=[CH:43][C:41]([NH2:42])=[CH:40][CH:39]=2)[CH2:34][CH2:33]1. No catalyst specified. The product is [F:29][C:19]([F:30])([C:20]1[CH:25]=[CH:24][CH:23]=[C:22]([N+:26]([O-:28])=[O:27])[CH:21]=1)[C:4]1[C:5]2[CH:10]=[CH:9][N:8]([CH2:11][O:12][CH2:13][CH2:14][Si:15]([CH3:18])([CH3:17])[CH3:16])[C:6]=2[N:7]=[C:2]([NH:42][C:41]2[CH:40]=[CH:39][C:38]([N:35]3[CH2:34][CH2:33][N:32]([CH3:31])[CH2:37][CH2:36]3)=[CH:44][CH:43]=2)[N:3]=1. The yield is 0.760.